This data is from NCI-60 drug combinations with 297,098 pairs across 59 cell lines. The task is: Regression. Given two drug SMILES strings and cell line genomic features, predict the synergy score measuring deviation from expected non-interaction effect. Drug 1: CN1C(=O)N2C=NC(=C2N=N1)C(=O)N. Drug 2: C1CN1C2=NC(=NC(=N2)N3CC3)N4CC4. Cell line: UACC62. Synergy scores: CSS=36.7, Synergy_ZIP=-0.165, Synergy_Bliss=0.0578, Synergy_Loewe=-18.0, Synergy_HSA=0.904.